From a dataset of Forward reaction prediction with 1.9M reactions from USPTO patents (1976-2016). Predict the product of the given reaction. (1) The product is: [Cl:1][C:2]1[N:6]([CH3:7])[N:5]=[C:4]([C:8]([F:10])([F:9])[F:11])[C:3]=1[CH2:12][OH:13]. Given the reactants [Cl:1][C:2]1[N:6]([CH3:7])[N:5]=[C:4]([C:8]([F:11])([F:10])[F:9])[C:3]=1[CH:12]=[O:13].[BH4-].[Na+].O.C(OCC)(=O)C, predict the reaction product. (2) Given the reactants [CH2:1]([C:4]([C:34]([O:36]C)=[O:35])([CH2:31][CH2:32][CH3:33])[NH:5][C:6]([C:8]1[C:17]([NH:18][C:19]([NH:21][C:22]2[C:27]([CH3:28])=[CH:26][C:25]([CH3:29])=[CH:24][C:23]=2[CH3:30])=[O:20])=[CH:16][C:15]2[C:10](=[CH:11][CH:12]=[CH:13][CH:14]=2)[CH:9]=1)=[O:7])[CH2:2][CH3:3].Cl, predict the reaction product. The product is: [CH2:31]([C:4]([C:34]([OH:36])=[O:35])([CH2:1][CH2:2][CH3:3])[NH:5][C:6]([C:8]1[C:17]([NH:18][C:19]([NH:21][C:22]2[C:27]([CH3:28])=[CH:26][C:25]([CH3:29])=[CH:24][C:23]=2[CH3:30])=[O:20])=[CH:16][C:15]2[C:10](=[CH:11][CH:12]=[CH:13][CH:14]=2)[CH:9]=1)=[O:7])[CH2:32][CH3:33]. (3) Given the reactants [N:1]1[CH:6]=[CH:5][CH:4]=[C:3]([C:7](=[O:11])[C:8]([OH:10])=O)[CH:2]=1.S(Cl)(Cl)=O.[NH2:16][C:17]1[CH:18]=[CH:19][C:20]2[C:25](=[O:26])[O:24][N:23]=[C:22]([CH3:27])[C:21]=2[CH:28]=1, predict the reaction product. The product is: [N:1]1[CH:6]=[CH:5][CH:4]=[C:3]([C:7](=[O:11])[C:8]([NH:16][C:17]2[CH:18]=[CH:19][C:20]3[C:25](=[O:26])[O:24][N:23]=[C:22]([CH3:27])[C:21]=3[CH:28]=2)=[O:10])[CH:2]=1. (4) Given the reactants [ClH:1].N1CCC(C2C=CC(C#N)=CC=2)CC1.[CH:16]1[N:17]=[CH:18][N:19]2[CH:24]=[CH:23][C:22]([CH:25]3[CH2:30][CH2:29][N:28](C(OC(C)(C)C)=O)[CH2:27][CH2:26]3)=[CH:21][C:20]=12.C(C1C=CC(C2CCN(C(OC(C)(C)C)=O)CC2)=CC=1)#N, predict the reaction product. The product is: [ClH:1].[NH:28]1[CH2:27][CH2:26][CH:25]([C:22]2[CH:23]=[CH:24][N:19]3[CH:18]=[N:17][CH:16]=[C:20]3[CH:21]=2)[CH2:30][CH2:29]1. (5) Given the reactants [F:1][C:2]([F:16])([F:15])[O:3][C:4]1[CH:5]=[C:6]2[C:10](=[CH:11][CH:12]=1)[NH:9]C(=O)[C:7]2=[O:14].[OH-].[K+].OO.C(O)(=[O:23])C, predict the reaction product. The product is: [NH2:9][C:10]1[CH:11]=[CH:12][C:4]([O:3][C:2]([F:1])([F:16])[F:15])=[CH:5][C:6]=1[C:7]([OH:14])=[O:23]. (6) Given the reactants [CH2:1]([O:3][C:4]([C:6]1[C:7](=O)[C:8]2[C:13]([C:14]=1[C:15]1[CH:20]=[CH:19][CH:18]=[CH:17][CH:16]=1)=[CH:12][CH:11]=[C:10]([O:21][CH2:22][CH2:23][CH2:24][C:25]1[CH:30]=[CH:29][CH:28]=[CH:27][CH:26]=1)[CH:9]=2)=[O:5])[CH3:2].Cl.[NH2:33][OH:34].N1C=CC=CC=1, predict the reaction product. The product is: [CH2:1]([O:3][C:4]([C:6]1[C:7](=[N:33][OH:34])[C:8]2[C:13]([C:14]=1[C:15]1[CH:20]=[CH:19][CH:18]=[CH:17][CH:16]=1)=[CH:12][CH:11]=[C:10]([O:21][CH2:22][CH2:23][CH2:24][C:25]1[CH:30]=[CH:29][CH:28]=[CH:27][CH:26]=1)[CH:9]=2)=[O:5])[CH3:2]. (7) Given the reactants S(Cl)([Cl:3])=O.Cl.C(OC([N:13]1[CH2:18][CH2:17][CH:16]([CH2:19][CH2:20][C:21]([OH:23])=[O:22])[CH2:15][CH2:14]1)=O)(C)(C)C.[CH3:24]O, predict the reaction product. The product is: [ClH:3].[NH:13]1[CH2:14][CH2:15][CH:16]([CH2:19][CH2:20][C:21]([O:23][CH3:24])=[O:22])[CH2:17][CH2:18]1. (8) Given the reactants [CH3:1][O:2][C:3](=[O:34])[CH2:4][C:5]1[CH:10]=[C:9]([Br:11])[C:8]([O:12][C:13]2[CH:18]=[C:17]([CH:19]([CH3:21])[CH3:20])[C:16]([O:22][CH3:23])=[CH:15][C:14]=2[CH:24](Cl)[C:25]2[CH:30]=[CH:29][CH:28]=[CH:27][C:26]=2[CH3:31])=[C:7]([Br:33])[CH:6]=1.[F:35][C:36]1[CH:41]=[C:40]([F:42])[CH:39]=[CH:38][C:37]=1[OH:43].C(N(C(C)C)C(C)C)C, predict the reaction product. The product is: [CH3:1][O:2][C:3](=[O:34])[CH2:4][C:5]1[CH:10]=[C:9]([Br:11])[C:8]([O:12][C:13]2[CH:18]=[C:17]([CH:19]([CH3:21])[CH3:20])[C:16]([O:22][CH3:23])=[CH:15][C:14]=2[CH:24]([O:43][C:37]2[CH:38]=[CH:39][C:40]([F:42])=[CH:41][C:36]=2[F:35])[C:25]2[CH:30]=[CH:29][CH:28]=[CH:27][C:26]=2[CH3:31])=[C:7]([Br:33])[CH:6]=1. (9) Given the reactants O=[C:2]1[C:6]2[NH:7][C:8]([C:10]([O:12][CH2:13][CH3:14])=[O:11])=[CH:9][C:5]=2[CH2:4][CH2:3]1.[F:15][C:16]1[CH:17]=[C:18]([Mg]Br)[CH:19]=[CH:20][C:21]=1[F:22], predict the reaction product. The product is: [F:15][C:16]1[CH:17]=[C:18]([CH:2]2[C:6]3[NH:7][C:8]([C:10]([O:12][CH2:13][CH3:14])=[O:11])=[CH:9][C:5]=3[CH2:4][CH2:3]2)[CH:19]=[CH:20][C:21]=1[F:22].